From a dataset of Catalyst prediction with 721,799 reactions and 888 catalyst types from USPTO. Predict which catalyst facilitates the given reaction. (1) Reactant: [CH:1]1([CH2:6][C:7]([C:9]2[CH:24]=[CH:23][C:12]([O:13][CH2:14][C:15]3[CH:22]=[CH:21][C:18]([C:19]#[N:20])=[CH:17][CH:16]=3)=[C:11]([CH3:25])[C:10]=2[OH:26])=[O:8])[CH2:5][CH2:4][CH2:3][CH2:2]1.C[Si]([N:31]=[N+:32]=[N-:33])(C)C.C([Sn](=O)CCCC)CCC. The catalyst class is: 11. Product: [CH:1]1([CH2:6][C:7]([C:9]2[CH:24]=[CH:23][C:12]([O:13][CH2:14][C:15]3[CH:16]=[CH:17][C:18]([C:19]4[N:31]=[N:32][NH:33][N:20]=4)=[CH:21][CH:22]=3)=[C:11]([CH3:25])[C:10]=2[OH:26])=[O:8])[CH2:2][CH2:3][CH2:4][CH2:5]1. (2) Reactant: [OH:1][CH:2]([C:28]1[CH:33]=[CH:32][C:31]([O:34][C:35]2[CH:40]=[CH:39][CH:38]=[CH:37][N:36]=2)=[CH:30][CH:29]=1)[CH:3]([CH2:14][C:15]1[CH:20]=[CH:19][CH:18]=[C:17]([O:21][C:22]([F:27])([F:26])[CH:23]([F:25])[F:24])[CH:16]=1)[C:4]([O:6]CC1C=CC=CC=1)=[O:5].[H][H]. Product: [OH:1][CH:2]([C:28]1[CH:29]=[CH:30][C:31]([O:34][C:35]2[CH:40]=[CH:39][CH:38]=[CH:37][N:36]=2)=[CH:32][CH:33]=1)[CH:3]([CH2:14][C:15]1[CH:20]=[CH:19][CH:18]=[C:17]([O:21][C:22]([F:27])([F:26])[CH:23]([F:25])[F:24])[CH:16]=1)[C:4]([OH:6])=[O:5]. The catalyst class is: 29. (3) Reactant: [CH3:1][CH:2]([CH2:4][CH2:5][CH2:6][C@H:7]([C@@H:9]1[C@:27]2([CH3:28])[C@H:12]([C@H:13]3[C@H:24]([CH2:25][CH2:26]2)[C@:22]2([CH3:23])[C:16]([CH2:17][C@H:18]([CH2:20][CH2:21]2)[OH:19])=[CH:15][CH2:14]3)[CH2:11][CH2:10]1)[CH3:8])[CH3:3].O1CCCCC1[O:35][C:36]1[CH:37]=[C:38]([CH:42]=[C:43]([O:45]C2CCCCO2)[CH:44]=1)[C:39]([OH:41])=[O:40].CC1C=CC(S([O-])(=O)=O)=CC=1.C1C=C[NH+]=CC=1. Product: [CH3:3][CH:2]([CH2:4][CH2:5][CH2:6][C@H:7]([C@@H:9]1[C@:27]2([CH3:28])[C@H:12]([C@H:13]3[C@H:24]([CH2:25][CH2:26]2)[C@:22]2([CH3:23])[C:16]([CH2:17][C@H:18]([CH2:20][CH2:21]2)[OH:19])=[CH:15][CH2:14]3)[CH2:11][CH2:10]1)[CH3:8])[CH3:1].[OH:35][C:36]1[CH:37]=[C:38]([CH:42]=[C:43]([OH:45])[CH:44]=1)[C:39]([OH:41])=[O:40]. The catalyst class is: 8. (4) Reactant: F[C:2]1[CH:3]=[C:4]2[C:9](=[CH:10][C:11]=1[N+:12]([O-:14])=[O:13])[NH:8][C:7](=[O:15])[N:6]([NH:16][S:17]([CH3:20])(=[O:19])=[O:18])[C:5]2=[O:21].[CH2:22]([O:29][CH2:30][CH2:31][NH2:32])[C:23]1[CH:28]=[CH:27][CH:26]=[CH:25][CH:24]=1.Cl. Product: [CH2:22]([O:29][CH2:30][CH2:31][NH:32][C:2]1[CH:3]=[C:4]2[C:9](=[CH:10][C:11]=1[N+:12]([O-:14])=[O:13])[NH:8][C:7](=[O:15])[N:6]([NH:16][S:17]([CH3:20])(=[O:19])=[O:18])[C:5]2=[O:21])[C:23]1[CH:28]=[CH:27][CH:26]=[CH:25][CH:24]=1. The catalyst class is: 8. (5) Reactant: [Cl:1][C:2]1[CH:32]=[CH:31][CH:30]=[C:29]([C:33]([F:36])([F:35])[F:34])[C:3]=1[C:4]([N:6]1[C:14]2[C:9](=[N:10][CH:11]=[C:12]([C:15](O)=[O:16])[CH:13]=2)[C:8]([C:18]2[CH:23]=[CH:22][C:21]([C:24]([O:26][CH3:27])=[O:25])=[CH:20][C:19]=2[F:28])=[N:7]1)=[O:5].C(Cl)(=O)C([Cl:40])=O. Product: [Cl:1][C:2]1[CH:32]=[CH:31][CH:30]=[C:29]([C:33]([F:35])([F:34])[F:36])[C:3]=1[C:4]([N:6]1[C:14]2[C:9](=[N:10][CH:11]=[C:12]([C:15]([Cl:40])=[O:16])[CH:13]=2)[C:8]([C:18]2[CH:23]=[CH:22][C:21]([C:24]([O:26][CH3:27])=[O:25])=[CH:20][C:19]=2[F:28])=[N:7]1)=[O:5]. The catalyst class is: 59. (6) The catalyst class is: 1. Reactant: [CH3:1][C:2]1[CH:3]=[C:4]([C:12]2[N:17]=[CH:16][CH:15]=[CH:14][N:13]=2)[C:5]([C:8]([O:10]C)=[O:9])=[N:6][CH:7]=1.[Li+:18].[OH-].O. Product: [CH3:1][C:2]1[CH:3]=[C:4]([C:12]2[N:13]=[CH:14][CH:15]=[CH:16][N:17]=2)[C:5]([C:8]([O-:10])=[O:9])=[N:6][CH:7]=1.[Li+:18]. (7) Product: [CH3:18][C:15]1[CH:16]=[CH:17][C:12]([C:11]([NH:10][C:6]2[CH:5]=[C:4]3[C:9](=[CH:8][CH:7]=2)[N:1]([C:33](=[O:34])[CH2:32][N:27]2[CH:31]=[N:30][N:29]=[N:28]2)[CH2:2][CH2:3]3)=[O:26])=[C:13]([N:19]2[CH2:20][CH2:21][CH:22]([CH3:25])[CH2:23][CH2:24]2)[N:14]=1. The catalyst class is: 255. Reactant: [NH:1]1[C:9]2[C:4](=[CH:5][C:6]([NH:10][C:11](=[O:26])[C:12]3[CH:17]=[CH:16][C:15]([CH3:18])=[N:14][C:13]=3[N:19]3[CH2:24][CH2:23][CH:22]([CH3:25])[CH2:21][CH2:20]3)=[CH:7][CH:8]=2)[CH2:3][CH2:2]1.[N:27]1([CH2:32][C:33](O)=[O:34])[CH:31]=[N:30][N:29]=[N:28]1.F[P-](F)(F)(F)(F)F.N1(O[P+](N2CCCC2)(N2CCCC2)N2CCCC2)C2C=CC=CC=2N=N1.C(N(C(C)C)CC)(C)C. (8) The catalyst class is: 28. Product: [CH2:27]([N:11]1[C:6]([O:5][C:4]2[CH:3]=[C:2]([CH3:1])[CH:19]=[C:18]([CH3:20])[CH:17]=2)=[C:7]([CH:14]([CH3:16])[CH3:15])[C:8](=[O:13])[NH:9][C:10]1=[O:12])[C:28]#[C:29][CH3:30]. Reactant: [CH3:1][C:2]1[CH:3]=[C:4]([CH:17]=[C:18]([CH3:20])[CH:19]=1)[O:5][C:6]1[NH:11][C:10](=[O:12])[NH:9][C:8](=[O:13])[C:7]=1[CH:14]([CH3:16])[CH3:15].[I-].[Li+].CS([CH2:27][C:28]#[CH:29])(=O)=O.[CH3:30]N(C=O)C. (9) Reactant: [Cl:1][C:2]1[CH:3]=[C:4]([NH:10][C:11]([CH2:13][CH:14]([CH3:19])[CH2:15][C:16]([OH:18])=O)=[O:12])[CH:5]=[CH:6][C:7]=1[C:8]#[N:9].[NH2:20][C:21]1[CH:22]=[CH:23][C:24]2[N:25]([CH2:35][CH3:36])[C:26](=[O:34])[N:27]([CH2:32][CH3:33])[C:28](=[O:31])[C:29]=2[N:30]=1.C(P1(=O)OP(CCC)(=O)OP(CCC)(=O)O1)CC.CCN(C(C)C)C(C)C. Product: [Cl:1][C:2]1[CH:3]=[C:4]([NH:10][C:11](=[O:12])[CH2:13][CH:14]([CH3:19])[CH2:15][C:16]([NH:20][C:21]2[CH:22]=[CH:23][C:24]3[N:25]([CH2:35][CH3:36])[C:26](=[O:34])[N:27]([CH2:32][CH3:33])[C:28](=[O:31])[C:29]=3[N:30]=2)=[O:18])[CH:5]=[CH:6][C:7]=1[C:8]#[N:9]. The catalyst class is: 13. (10) The catalyst class is: 372. Reactant: [Br:1][C:2]1[C:3]([OH:12])=[C:4]([O:10][CH3:11])[CH:5]=[C:6]([CH:9]=1)[CH:7]=[O:8].[C:13](=O)([O-])[O-].[K+].[K+].COS(OC)(=O)=O. Product: [Br:1][C:2]1[CH:9]=[C:6]([CH:5]=[C:4]([O:10][CH3:11])[C:3]=1[O:12][CH3:13])[CH:7]=[O:8].